This data is from Aqueous solubility values for 9,982 compounds from the AqSolDB database. The task is: Regression/Classification. Given a drug SMILES string, predict its absorption, distribution, metabolism, or excretion properties. Task type varies by dataset: regression for continuous measurements (e.g., permeability, clearance, half-life) or binary classification for categorical outcomes (e.g., BBB penetration, CYP inhibition). For this dataset (solubility_aqsoldb), we predict Y. (1) The molecule is CCOC(=O)CCCC(=O)OCC. The Y is -1.33 log mol/L. (2) The compound is O=C1CCN(Cc2ccccc2)CC1. The Y is -1.02 log mol/L. (3) The compound is O=C(O)c1ccc([N+](=O)[O-])cc1[N+](=O)[O-]. The Y is -1.07 log mol/L. (4) The drug is CCOP(=O)(OCC)O/C(=C\Cl)c1ccc(Cl)cc1Cl. The Y is -3.46 log mol/L. (5) The molecule is OCc1ccccc1O[C@@H]1O[C@H](CO)[C@@H](O)[C@H](O)[C@H]1O. The Y is -0.855 log mol/L. (6) The compound is CCS(=O)(=O)c1cccnc1S(=O)(=O)NC(=O)Nc1nc(OC)cc(OC)n1. The Y is -4.63 log mol/L.